From a dataset of Forward reaction prediction with 1.9M reactions from USPTO patents (1976-2016). Predict the product of the given reaction. (1) The product is: [CH3:23][NH:24][C:13]([C:7]1[C:6]2[CH:11]=[CH:12][C:3]([O:2][CH3:1])=[CH:4][C:5]=2[O:9][C:8]=1[CH3:10])=[O:17]. Given the reactants [CH3:1][O:2][C:3]1[CH:12]=[CH:11][C:6]2[CH:7]=[C:8]([CH3:10])[O:9][C:5]=2[CH:4]=1.[C:13](Cl)(=[O:17])C(Cl)=O.[Al+3].[Cl-].[Cl-].[Cl-].[CH3:23][NH2:24], predict the reaction product. (2) Given the reactants [Cl:1][C:2]1[CH:7]=[CH:6][C:5](I)=[CH:4][CH:3]=1.[CH3:9][O:10][C:11](=[O:37])[C:12]1[CH:17]=[CH:16][CH:15]=[C:14]([CH2:18][N:19]([C:30]2[CH:35]=[CH:34][CH:33]=[C:32]([F:36])[CH:31]=2)[C:20](=[O:29])[C:21]#[C:22][C:23]2[CH:28]=[CH:27][CH:26]=[CH:25][CH:24]=2)[CH:13]=1, predict the reaction product. The product is: [CH3:9][O:10][C:11](=[O:37])[C:12]1[CH:17]=[CH:16][CH:15]=[C:14]([CH2:18][N:19]2[C:30]3[C:35](=[CH:34][CH:33]=[C:32]([F:36])[CH:31]=3)/[C:21](=[C:22](\[C:5]3[CH:6]=[CH:7][C:2]([Cl:1])=[CH:3][CH:4]=3)/[C:23]3[CH:28]=[CH:27][CH:26]=[CH:25][CH:24]=3)/[C:20]2=[O:29])[CH:13]=1. (3) The product is: [I:9][C:8]1[N:7]=[CH:6][N:3]2[CH:4]=[CH:5][S:1][C:2]=12. Given the reactants [S:1]1[CH:5]=[CH:4][N:3]2[CH:6]=[N:7][CH:8]=[C:2]12.[I:9]N1C(=O)CCC1=O, predict the reaction product. (4) Given the reactants [NH2:1][C:2]1[CH:7]=[CH:6][C:5]([S:8]([NH:11][C:12]2[CH:17]=[CH:16][CH:15]=[CH:14][C:13]=2[CH3:18])(=[O:10])=[O:9])=[CH:4][CH:3]=1.[CH3:19][O:20]C1C=C([N+]([O-])=O)C=CC=1S(NC1C=CC(C)=CC=1)(=O)=O, predict the reaction product. The product is: [NH2:1][C:2]1[CH:7]=[CH:6][C:5]([S:8]([NH:11][C:12]2[CH:17]=[CH:16][CH:15]=[CH:14][C:13]=2[CH3:18])(=[O:10])=[O:9])=[C:4]([O:20][CH3:19])[CH:3]=1. (5) Given the reactants Br[C:2]1[CH:3]=[C:4]([NH:8][C:9]2[C:10]3[CH:18]=[CH:17][C:16]([CH3:19])=[N:15][C:11]=3[N:12]=[CH:13][N:14]=2)[CH:5]=[CH:6][CH:7]=1.[CH2:20]=[CH:21][C:22]1[CH:27]=[CH:26][CH:25]=[CH:24][CH:23]=1.C1(C)C=CC=CC=1P(C1C=CC=CC=1C)C1C=CC=CC=1C.C(N(CC)CC)C, predict the reaction product. The product is: [CH3:19][C:16]1[CH:17]=[CH:18][C:10]2[C:9]([NH:8][C:4]3[CH:5]=[CH:6][CH:7]=[C:2]([CH:20]=[CH:21][C:22]4[CH:27]=[CH:26][CH:25]=[CH:24][CH:23]=4)[CH:3]=3)=[N:14][CH:13]=[N:12][C:11]=2[N:15]=1.